Dataset: Retrosynthesis with 50K atom-mapped reactions and 10 reaction types from USPTO. Task: Predict the reactants needed to synthesize the given product. (1) The reactants are: CCOC(=O)Cc1nc(Cl)ccc1Cl.NCC(F)(F)c1ccccc1. Given the product CCOC(=O)Cc1nc(NCC(F)(F)c2ccccc2)ccc1Cl, predict the reactants needed to synthesize it. (2) Given the product CNc1ncc2cc(-c3cc(C(=O)Nc4ccc(F)c(C(F)(F)F)c4)ccc3C)ccc2n1, predict the reactants needed to synthesize it. The reactants are: CNc1ncc2cc(Br)ccc2n1.Cc1ccc(C(=O)Nc2ccc(F)c(C(F)(F)F)c2)cc1B1OC(C)(C)C(C)(C)O1. (3) Given the product C=C(C)C(=O)OC1CCCCC1NS(C)(=O)=O, predict the reactants needed to synthesize it. The reactants are: C=C(C)C(=O)Cl.CS(=O)(=O)NC1CCCCC1O. (4) Given the product Nc1cnc2cccnc2c1NCc1cc(-c2ccc(F)cc2)no1, predict the reactants needed to synthesize it. The reactants are: O=[N+]([O-])c1cnc2cccnc2c1NCc1cc(-c2ccc(F)cc2)no1. (5) Given the product COc1cccc(Nc2c(C(N)=O)cnc3c(C)c(Cl)ccc23)c1, predict the reactants needed to synthesize it. The reactants are: COc1cccc(N)c1.Cc1c(Cl)ccc2c(Cl)c(C(N)=O)cnc12. (6) Given the product CC(C)(C)OC(=O)NCc1ccc(-c2nc3c(-c4ccco4)cnc(O)c3cc2-c2ccccc2)cc1, predict the reactants needed to synthesize it. The reactants are: CC(C)(C)OC(=O)NCc1ccc(-c2nc3c(I)cnc(O)c3cc2-c2ccccc2)cc1.OB(O)c1ccco1. (7) Given the product CC(C)OCCOc1ccc(-c2ccc3c(c2)C=C(C(=O)O)CCN3S(C)(=O)=O)cc1, predict the reactants needed to synthesize it. The reactants are: COC(=O)C1=Cc2cc(-c3ccc(OCCOC(C)C)cc3)ccc2N(S(C)(=O)=O)CC1. (8) Given the product CCC1(c2cc(F)cc(OCc3ccc4c(ccc(=O)n4C)c3)c2)CCOC(C)C1, predict the reactants needed to synthesize it. The reactants are: CCC1(c2cc(O)cc(F)c2)CCOC(C)C1.Cn1c(=O)ccc2cc(CBr)ccc21.